Dataset: Full USPTO retrosynthesis dataset with 1.9M reactions from patents (1976-2016). Task: Predict the reactants needed to synthesize the given product. (1) Given the product [Cl:11][C:12]1[C:13]([N:21]2[C:29](=[O:30])[C:28]3[C:23](=[CH:24][CH:25]=[CH:26][CH:27]=3)[C:22]2=[O:31])=[CH:14][C:15]([S:20][C:7]([CH3:9])([C:1]2[CH:6]=[CH:5][CH:4]=[CH:3][CH:2]=2)[CH3:8])=[C:16]([O:18][CH3:19])[CH:17]=1, predict the reactants needed to synthesize it. The reactants are: [C:1]1([C:7](O)([CH3:9])[CH3:8])[CH:6]=[CH:5][CH:4]=[CH:3][CH:2]=1.[Cl:11][C:12]1[C:13]([N:21]2[C:29](=[O:30])[C:28]3[C:23](=[CH:24][CH:25]=[CH:26][CH:27]=3)[C:22]2=[O:31])=[CH:14][C:15]([SH:20])=[C:16]([O:18][CH3:19])[CH:17]=1.O. (2) Given the product [C:1]([C:5]1[CH:9]=[C:8]2[N:7]([CH:6]=1)[N:15]=[CH:20][N:21]=[C:10]2[OH:11])([CH3:4])([CH3:3])[CH3:2], predict the reactants needed to synthesize it. The reactants are: [C:1]([C:5]1[CH:9]=[C:8]([C:10](OCC)=[O:11])[N:7]([NH2:15])[CH:6]=1)([CH3:4])([CH3:3])[CH3:2].C(O)(=O)C.[CH:20](N)=[NH:21].C(OCCO)C.C(Cl)(Cl)Cl. (3) Given the product [Cl:32][CH2:2][C:3]1[CH:4]=[C:5]([CH:23]=[C:24]([C:26]([F:29])([F:28])[F:27])[CH:25]=1)[CH2:6][C:7]1[CH:8]=[C:9]2[C:13](=[CH:14][CH:15]=1)[CH2:12][C@H:11]([NH:16][S:17]([CH:20]([CH3:22])[CH3:21])(=[O:19])=[O:18])[CH2:10]2, predict the reactants needed to synthesize it. The reactants are: O[CH2:2][C:3]1[CH:4]=[C:5]([CH:23]=[C:24]([C:26]([F:29])([F:28])[F:27])[CH:25]=1)[CH2:6][C:7]1[CH:8]=[C:9]2[C:13](=[CH:14][CH:15]=1)[CH2:12][C@H:11]([NH:16][S:17]([CH:20]([CH3:22])[CH3:21])(=[O:19])=[O:18])[CH2:10]2.S(Cl)([Cl:32])=O. (4) Given the product [CH2:1]([C:5]1[S:9][C:8]([NH:10][C:11](=[O:24])[C:12]2[CH:17]=[C:16]([OH:18])[C:15]([OH:20])=[C:14]([OH:22])[CH:13]=2)=[N:7][C:6]=1[C:25]1[CH:26]=[CH:27][C:28]([OH:31])=[CH:29][CH:30]=1)[CH2:2][CH2:3][CH3:4], predict the reactants needed to synthesize it. The reactants are: [CH2:1]([C:5]1[S:9][C:8]([NH:10][C:11](=[O:24])[C:12]2[CH:17]=[C:16]([O:18]C)[C:15]([O:20]C)=[C:14]([O:22]C)[CH:13]=2)=[N:7][C:6]=1[C:25]1[CH:30]=[CH:29][C:28]([O:31]C)=[CH:27][CH:26]=1)[CH2:2][CH2:3][CH3:4].B(Br)(Br)Br. (5) Given the product [CH3:35][N:19]([CH3:18])[CH2:20][CH2:21][CH2:22][C:23]1[C:24]2[CH2:34][CH2:33][CH2:32][CH2:31][CH2:30][C:25]=2[NH:26][C:27]=1/[CH:28]=[C:12]1\[C:13](=[O:17])[NH:14][C:15]2[C:11]\1=[CH:10][CH:9]=[C:8]([C:5]1[CH:4]=[CH:3][C:2]([F:1])=[CH:7][CH:6]=1)[CH:16]=2, predict the reactants needed to synthesize it. The reactants are: [F:1][C:2]1[CH:7]=[CH:6][C:5]([C:8]2[CH:16]=[C:15]3[C:11]([CH2:12][C:13](=[O:17])[NH:14]3)=[CH:10][CH:9]=2)=[CH:4][CH:3]=1.[CH3:18][N:19]([CH3:35])[CH2:20][CH2:21][CH2:22][C:23]1[C:24]2[CH2:34][CH2:33][CH2:32][CH2:31][CH2:30][C:25]=2[NH:26][C:27]=1[CH:28]=O.N1CCCCC1.